From a dataset of Reaction yield outcomes from USPTO patents with 853,638 reactions. Predict the reaction yield, written as a fraction of the theoretical maximum amount of product (1.0 means a 100% yield; for example, 0.34 means a 34% yield). (1) The reactants are [CH:1]1([CH:7]([NH:26][C:27]2[CH:32]=[CH:31][C:30]([C:33]([N:35]([CH3:43])[CH2:36][CH2:37][C:38]([O:40]CC)=[O:39])=[O:34])=[CH:29][CH:28]=2)[C:8]2[O:9][C:10]3[CH:17]=[CH:16][C:15]([O:18][CH2:19][C:20]4[CH:21]=[N:22][CH:23]=[CH:24][CH:25]=4)=[CH:14][C:11]=3[C:12]=2[CH3:13])[CH2:6][CH2:5][CH2:4][CH2:3][CH2:2]1.[OH-].[Na+]. The catalyst is C(O)C. The product is [CH:1]1([CH:7]([NH:26][C:27]2[CH:28]=[CH:29][C:30]([C:33]([N:35]([CH3:43])[CH2:36][CH2:37][C:38]([OH:40])=[O:39])=[O:34])=[CH:31][CH:32]=2)[C:8]2[O:9][C:10]3[CH:17]=[CH:16][C:15]([O:18][CH2:19][C:20]4[CH:21]=[N:22][CH:23]=[CH:24][CH:25]=4)=[CH:14][C:11]=3[C:12]=2[CH3:13])[CH2:6][CH2:5][CH2:4][CH2:3][CH2:2]1. The yield is 0.950. (2) The reactants are CC1CCCN(C)C1(C)C.C([Li])CCC.CCCCCC.Cl[Si:23]([CH3:26])([CH3:25])[CH3:24].[CH:27]([O:30][C:31]([C:33]1[C:42]2[C:37](=[CH:38][CH:39]=[CH:40][CH:41]=2)[C:36]([C:43]([O:45][CH:46]([CH3:48])[CH3:47])=[O:44])=[CH:35][CH:34]=1)=[O:32])([CH3:29])[CH3:28].[Cl-].[NH4+]. The catalyst is C1COCC1. The product is [CH:46]([O:45][C:43]([C:36]1[C:37]2[C:42](=[CH:41][CH:40]=[CH:39][CH:38]=2)[C:33]([C:31]([O:30][CH:27]([CH3:29])[CH3:28])=[O:32])=[CH:34][C:35]=1[Si:23]([CH3:26])([CH3:25])[CH3:24])=[O:44])([CH3:48])[CH3:47]. The yield is 0.340. (3) The reactants are Cl.Cl.[CH3:3][C@H:4]1[C:12]2[C:11]([N:13]3[CH2:18][CH2:17][NH:16][CH2:15][CH2:14]3)=[N:10][CH:9]=[N:8][C:7]=2[CH2:6][S:5]1.[C:19]([O:23][C:24]([N:26]([CH:39]([CH3:41])[CH3:40])[CH2:27][CH:28]([C:32]1[CH:37]=[CH:36][C:35]([Cl:38])=[CH:34][CH:33]=1)[C:29](O)=[O:30])=[O:25])([CH3:22])([CH3:21])[CH3:20].CN(C(ON1N=NC2C=CC=CC1=2)=[N+](C)C)C.F[P-](F)(F)(F)(F)F.C(N(CC)CC)C. The catalyst is C(Cl)Cl. The product is [Cl:38][C:35]1[CH:36]=[CH:37][C:32]([CH:28]([C:29]([N:16]2[CH2:17][CH2:18][N:13]([C:11]3[C:12]4[C@H:4]([CH3:3])[S:5][CH2:6][C:7]=4[N:8]=[CH:9][N:10]=3)[CH2:14][CH2:15]2)=[O:30])[CH2:27][N:26]([CH:39]([CH3:40])[CH3:41])[C:24](=[O:25])[O:23][C:19]([CH3:21])([CH3:20])[CH3:22])=[CH:33][CH:34]=1. The yield is 0.700. (4) The reactants are [C:1]([C:5]1[CH:12]=[CH:11][C:8]([CH:9]=O)=[CH:7][CH:6]=1)([O:3][CH3:4])=[O:2].[CH3:13][C:14]([CH3:16])=[O:15].[OH-:17].[Na+]. The catalyst is CO.O. The product is [C:1]([C:5]1[CH:12]=[CH:11][C:8]([CH:9]=[CH:13][C:14](=[O:15])[CH:16]=[CH:9][C:8]2[CH:11]=[CH:12][C:5]([C:1]([O:3][CH3:4])=[O:17])=[CH:6][CH:7]=2)=[CH:7][CH:6]=1)([O:3][CH3:4])=[O:2]. The yield is 0.440. (5) No catalyst specified. The yield is 0.890. The reactants are [Cl:1][C:2]1[CH:7]=[CH:6][C:5]([CH2:8][C:9](N)=[O:10])=[CH:4][C:3]=1[N+:12]([O-:14])=[O:13].[CH3:15][OH:16]. The product is [CH3:15][O:16][C:9](=[O:10])[CH2:8][C:5]1[CH:6]=[CH:7][C:2]([Cl:1])=[C:3]([N+:12]([O-:14])=[O:13])[CH:4]=1. (6) The reactants are [Cl:1][C:2]1[C:11]2[C:6](=[CH:7][CH:8]=[CH:9][CH:10]=2)[CH:5]=[CH:4][C:3]=1[NH2:12].Cl[C:14]1[C:19]([C:20]([O:22][CH2:23][CH3:24])=[O:21])=[CH:18][N:17]=[C:16]([Cl:25])[CH:15]=1.Cl. The catalyst is CCO. The product is [Cl:25][C:16]1[CH:15]=[C:14]([NH:12][C:3]2[CH:4]=[CH:5][C:6]3[C:11](=[CH:10][CH:9]=[CH:8][CH:7]=3)[C:2]=2[Cl:1])[C:19]([C:20]([O:22][CH2:23][CH3:24])=[O:21])=[CH:18][N:17]=1. The yield is 0.220. (7) The reactants are Br[C:2]1[CH:3]=[CH:4][C:5]([Cl:9])=[C:6]([OH:8])[CH:7]=1.[F:10][C:11]1[CH:12]=[C:13](B(O)O)[CH:14]=[CH:15][CH:16]=1.C(=O)([O-])[O-].[K+].[K+].O1CCOCC1. The catalyst is C1C=CC([P]([Pd]([P](C2C=CC=CC=2)(C2C=CC=CC=2)C2C=CC=CC=2)([P](C2C=CC=CC=2)(C2C=CC=CC=2)C2C=CC=CC=2)[P](C2C=CC=CC=2)(C2C=CC=CC=2)C2C=CC=CC=2)(C2C=CC=CC=2)C2C=CC=CC=2)=CC=1.O. The product is [Cl:9][C:5]1[CH:4]=[CH:3][C:2]([C:15]2[CH:14]=[CH:13][CH:12]=[C:11]([F:10])[CH:16]=2)=[CH:7][C:6]=1[OH:8]. The yield is 0.810. (8) The reactants are C([O:3][C:4]([C:6]12[CH2:23][CH:22]1[CH:21]=[CH:20][CH2:19][CH2:18][CH2:17][CH2:16][N:15]([CH3:24])[C:14](=[O:25])[CH:13]1[CH:9]([CH2:10][CH:11]([O:26][C:27]3[CH:32]=[C:31]([C:33]4[CH:38]=[CH:37][CH:36]=[CH:35][CH:34]=4)[N:30]=[C:29]([C:39]4[CH:44]=[CH:43][CH:42]=[CH:41][CH:40]=4)[N:28]=3)[CH2:12]1)[C:8](=[O:45])[NH:7]2)=[O:5])C.[Li+].[OH-]. The catalyst is C1COCC1.CO. The product is [C:39]1([C:29]2[N:28]=[C:27]([O:26][CH:11]3[CH2:10][CH:9]4[CH:13]([C:14](=[O:25])[N:15]([CH3:24])[CH2:16][CH2:17][CH2:18][CH2:19][CH:20]=[CH:21][CH:22]5[C:6]([C:4]([OH:5])=[O:3])([NH:7][C:8]4=[O:45])[CH2:23]5)[CH2:12]3)[CH:32]=[C:31]([C:33]3[CH:38]=[CH:37][CH:36]=[CH:35][CH:34]=3)[N:30]=2)[CH:40]=[CH:41][CH:42]=[CH:43][CH:44]=1. The yield is 0.760.